From a dataset of Catalyst prediction with 721,799 reactions and 888 catalyst types from USPTO. Predict which catalyst facilitates the given reaction. (1) Reactant: Cl.[F:2][C:3]1[CH:4]=[CH:5][C:6]([C@@H:9]([NH2:11])[CH3:10])=[N:7][CH:8]=1.CCN(C(C)C)C(C)C.[Cl:21][C:22]1[N:27]=[C:26](Cl)[CH:25]=[C:24]([Cl:29])[N:23]=1.O. The catalyst class is: 8. Product: [Cl:21][C:22]1[N:27]=[C:26]([NH:11][C@H:9]([C:6]2[CH:5]=[CH:4][C:3]([F:2])=[CH:8][N:7]=2)[CH3:10])[CH:25]=[C:24]([Cl:29])[N:23]=1. (2) Reactant: C(OP([CH2:9][C:10]#[N:11])(=O)OCC)C.C[Si]([N-][Si](C)(C)C)(C)C.[Li+].[CH3:22][O:23][C:24]1[CH:25]=[C:26]([C:32]([C:34]2[CH:39]=[CH:38][C:37]([O:40][CH3:41])=[CH:36][CH:35]=2)=O)[CH:27]=[C:28]([O:30][CH3:31])[CH:29]=1. Product: [CH3:22][O:23][C:24]1[CH:25]=[C:26]([C:32]([C:34]2[CH:35]=[CH:36][C:37]([O:40][CH3:41])=[CH:38][CH:39]=2)=[CH:9][C:10]#[N:11])[CH:27]=[C:28]([O:30][CH3:31])[CH:29]=1. The catalyst class is: 1. (3) Reactant: [NH2:1][C:2]1[CH:7]=[C:6](Cl)[N:5]=[CH:4][N:3]=1.[Cl:9][C:10]1[CH:15]=[C:14]([N+:16]([O-:18])=[O:17])[CH:13]=[CH:12][C:11]=1[OH:19].C(N(CC)C(C)C)(C)C.C(OCC)(=O)C. Product: [NH2:1][C:2]1[CH:7]=[C:6]([O:19][C:11]2[CH:12]=[CH:13][C:14]([N+:16]([O-:18])=[O:17])=[CH:15][C:10]=2[Cl:9])[N:5]=[CH:4][N:3]=1. The catalyst class is: 9.